Task: Predict the reactants needed to synthesize the given product.. Dataset: Full USPTO retrosynthesis dataset with 1.9M reactions from patents (1976-2016) Given the product [CH2:20]([N:22]1[CH2:23][CH2:24][N:25]([CH2:28][C:29]2[CH:37]=[CH:36][C:32]([C:33]([NH:1][C:2]3[CH:7]=[CH:6][CH:5]=[C:4]([NH:8][C:9]4[CH:17]=[C:16]5[C:12]([CH2:13][C:14](=[O:18])[NH:15]5)=[CH:11][CH:10]=4)[CH:3]=3)=[O:34])=[CH:31][C:30]=2[C:38]([F:41])([F:39])[F:40])[CH2:26][CH2:27]1)[CH3:21], predict the reactants needed to synthesize it. The reactants are: [NH2:1][C:2]1[CH:3]=[C:4]([NH:8][C:9]2[CH:17]=[C:16]3[C:12]([CH2:13][C:14](=[O:18])[NH:15]3)=[CH:11][CH:10]=2)[CH:5]=[CH:6][CH:7]=1.Cl.[CH2:20]([N:22]1[CH2:27][CH2:26][N:25]([CH2:28][C:29]2[CH:37]=[CH:36][C:32]([C:33](O)=[O:34])=[CH:31][C:30]=2[C:38]([F:41])([F:40])[F:39])[CH2:24][CH2:23]1)[CH3:21].C(N(CC)C(C)C)(C)C.CN(C(ON1N=NC2C=CC=NC1=2)=[N+](C)C)C.F[P-](F)(F)(F)(F)F.